From a dataset of Peptide-MHC class II binding affinity with 134,281 pairs from IEDB. Regression. Given a peptide amino acid sequence and an MHC pseudo amino acid sequence, predict their binding affinity value. This is MHC class II binding data. (1) The peptide sequence is TPGQCNMVVERLGDY. The MHC is HLA-DQA10501-DQB10301 with pseudo-sequence HLA-DQA10501-DQB10301. The binding affinity (normalized) is 0.317. (2) The peptide sequence is EIKSTKPEASSGEPVVVHIT. The MHC is HLA-DQA10101-DQB10501 with pseudo-sequence HLA-DQA10101-DQB10501. The binding affinity (normalized) is 0.